Dataset: Forward reaction prediction with 1.9M reactions from USPTO patents (1976-2016). Task: Predict the product of the given reaction. The product is: [CH:2]([C:5]1[CH:6]=[CH:7][C:8]([CH2:9][NH:10][C:11]([C@H:13]2[CH2:18][N:17]([C:59](=[S:60])[NH2:58])[CH2:16][CH2:15][N:14]2[S:19]([C:22]2[CH:27]=[CH:26][C:25]([C:28]([F:31])([F:29])[F:30])=[CH:24][CH:23]=2)(=[O:21])=[O:20])=[O:12])=[CH:32][CH:33]=1)([CH3:4])[CH3:3]. Given the reactants Cl.[CH:2]([C:5]1[CH:33]=[CH:32][C:8]([CH2:9][NH:10][C:11]([C@H:13]2[CH2:18][NH:17][CH2:16][CH2:15][N:14]2[S:19]([C:22]2[CH:27]=[CH:26][C:25]([C:28]([F:31])([F:30])[F:29])=[CH:24][CH:23]=2)(=[O:21])=[O:20])=[O:12])=[CH:7][CH:6]=1)([CH3:4])[CH3:3].C(N(CC)CC)C.C1C2C(COC([N:58]=[C:59]=[S:60])=O)C3C(=CC=CC=3)C=2C=CC=1.N1CCCCC1, predict the reaction product.